The task is: Predict the reactants needed to synthesize the given product.. This data is from Full USPTO retrosynthesis dataset with 1.9M reactions from patents (1976-2016). (1) Given the product [C:1]12([NH:11][CH2:21][C:13]3[S:12][C:16]4=[N:17][CH:18]=[CH:19][CH:20]=[C:15]4[CH:14]=3)[CH2:8][CH:7]3[CH2:6][CH:5]([CH2:4][CH:3]([CH2:9]3)[CH2:2]1)[CH2:10]2, predict the reactants needed to synthesize it. The reactants are: [C:1]12([NH2:11])[CH2:10][CH:5]3[CH2:6][CH:7]([CH2:9][CH:3]([CH2:4]3)[CH2:2]1)[CH2:8]2.[S:12]1[C:16]2=[N:17][CH:18]=[CH:19][CH:20]=[C:15]2[CH:14]=[C:13]1[CH:21]=O. (2) The reactants are: [Cl:1][C:2]1[CH:7]=[CH:6][C:5]([CH3:8])=[C:4]([I:9])[CH:3]=1.BrN1C(=[O:16])CCC1=O.[C:18]([O:26][O:26][C:18](=[O:25])[C:19]1C=CC=CC=1)(=[O:25])[C:19]1C=CC=CC=1.[H-].[Na+].CN([CH:41]=[O:42])C. Given the product [Cl:1][C:2]1[CH:7]=[CH:6][C:5]([CH2:8][CH:19]([C:41]([OH:42])=[O:16])[C:18]([OH:26])=[O:25])=[C:4]([I:9])[CH:3]=1, predict the reactants needed to synthesize it. (3) The reactants are: [C:1]1([C:7]([C:13]2[CH:18]=[CH:17][CH:16]=[CH:15][CH:14]=2)([CH2:11][CH3:12])[C:8](O)=[O:9])[CH:6]=[CH:5][CH:4]=[CH:3][CH:2]=1.[NH2:19][CH2:20][CH2:21][CH2:22][N:23]1[CH2:28][CH2:27][CH:26]([C:29]2[CH:30]=[C:31]([NH:35][C:36](=[O:39])[CH2:37][CH3:38])[CH:32]=[CH:33][CH:34]=2)[CH2:25][CH2:24]1. Given the product [C:13]1([C:7]([C:1]2[CH:2]=[CH:3][CH:4]=[CH:5][CH:6]=2)([CH2:11][CH3:12])[C:8]([NH:19][CH2:20][CH2:21][CH2:22][N:23]2[CH2:28][CH2:27][CH:26]([C:29]3[CH:34]=[CH:33][CH:32]=[C:31]([NH:35][C:36](=[O:39])[CH2:37][CH3:38])[CH:30]=3)[CH2:25][CH2:24]2)=[O:9])[CH:14]=[CH:15][CH:16]=[CH:17][CH:18]=1, predict the reactants needed to synthesize it. (4) Given the product [Cl:1][C:2]1[N:7]=[CH:6][C:5]2[C:8]([I:11])=[N:9][N:10]([CH:15]([CH3:14])[C:16]([F:19])([F:18])[F:17])[C:4]=2[CH:3]=1, predict the reactants needed to synthesize it. The reactants are: [Cl:1][C:2]1[N:7]=[CH:6][C:5]2[C:8]([I:11])=[N:9][NH:10][C:4]=2[CH:3]=1.FC(F)(S(O[CH:15]([CH3:14])[C:16]([F:19])([F:18])[F:17])(=O)=O)[C:14](F)(F)[C:15](F)(F)[C:16]([F:19])([F:18])[F:17].C(=O)([O-])[O-].[Cs+].[Cs+].